From a dataset of Forward reaction prediction with 1.9M reactions from USPTO patents (1976-2016). Predict the product of the given reaction. (1) Given the reactants [CH3:1][O:2][C:3]1[CH:9]=[CH:8][C:6](O)=CC=1.C(C1C=C(O)C=C[C:15]=1[OH:16])(C)(C)C.P([O:37][C:38]1[CH:43]=[CH:42]C=CC=1)([O:37][C:38]1C=CC=[CH:42][CH:43]=1)[O:37][C:38]1C=CC=[CH:42][CH:43]=1, predict the reaction product. The product is: [CH2:3]([O:2][CH2:1][C:43](=[CH2:42])[C:38]([O:16][CH3:15])=[O:37])[CH:9]=[CH:8][CH3:6]. (2) Given the reactants [Cl:1][C:2]1[CH:3]=[C:4]([F:28])[C:5]([C:8]([F:27])([F:26])[CH2:9][N:10]2[CH2:15][CH2:14][CH:13]([NH:16][C:17]3[C:18]4[CH:25]=[CH:24][NH:23][C:19]=4[N:20]=[CH:21][N:22]=3)[CH2:12][CH2:11]2)=[N:6][CH:7]=1.Cl.CO, predict the reaction product. The product is: [ClH:1].[Cl:1][C:2]1[CH:3]=[C:4]([F:28])[C:5]([C:8]([F:27])([F:26])[CH2:9][N:10]2[CH2:15][CH2:14][CH:13]([NH:16][C:17]3[C:18]4[CH:25]=[CH:24][NH:23][C:19]=4[N:20]=[CH:21][N:22]=3)[CH2:12][CH2:11]2)=[N:6][CH:7]=1. (3) Given the reactants Cl[CH2:2][CH2:3][NH:4][C:5]([NH:7][C@H:8]([C:10]1[CH:15]=[CH:14][CH:13]=[CH:12][CH:11]=1)[CH3:9])=[O:6].N12CCCN=C1CCCCC2, predict the reaction product. The product is: [C:10]1([C@@H:8]([NH:7][C:5]2[O:6][CH2:2][CH2:3][N:4]=2)[CH3:9])[CH:15]=[CH:14][CH:13]=[CH:12][CH:11]=1. (4) Given the reactants [Br:1][C:2]([F:9])([F:8])[C:3]([O:5]CC)=O.[CH2:10]([NH2:13])[CH:11]=[CH2:12], predict the reaction product. The product is: [CH2:10]([NH:13][C:3](=[O:5])[C:2]([Br:1])([F:8])[F:9])[CH:11]=[CH2:12]. (5) Given the reactants [CH:1]1[CH:6]=[C:5]([CH2:7][C:8]2[C:13]([OH:14])=[CH:12][CH:11]=[CH:10][CH:9]=2)[C:4]([OH:15])=[CH:3][CH:2]=1.[C:16]([OH:20])(=[O:19])[CH:17]=[CH2:18], predict the reaction product. The product is: [C:16]([O-:20])(=[O:19])[CH:17]=[CH2:18].[CH:10]1[CH:9]=[C:8]([CH2:7][C:5]2[C:4]([OH:15])=[CH:3][CH:2]=[CH:1][CH:6]=2)[C:13]([OH:14])=[CH:12][CH:11]=1. (6) The product is: [C:2]1([C:2]23[CH2:11][CH:6]4[CH2:7][CH:8]([CH2:10][CH:4]([CH2:5]4)[CH2:3]2)[CH2:9]3)[CH:11]=[CH:6][CH:5]=[CH:4][CH:3]=1. Given the reactants Br[C:2]12[CH2:11][CH:6]3[CH2:7][CH:8]([CH2:10][CH:4]([CH2:5]3)[CH2:3]1)[CH2:9]2.C(=O)([O-])[O-].[K+].[K+], predict the reaction product. (7) Given the reactants C(OC(=O)[NH:7][C:8]1[CH:13]=[CH:12][CH:11]=[C:10]([O:14][C:15]2C(C(=O)NC3C=CC=CC=3)=CN=C(S(C)(=O)=O)N=2)[CH:9]=1)(C)(C)C.C(O)(C(F)(F)F)=O, predict the reaction product. The product is: [CH3:15][O:14][C:10]1[CH:9]=[C:8]([CH:13]=[CH:12][CH:11]=1)[NH2:7].